This data is from Full USPTO retrosynthesis dataset with 1.9M reactions from patents (1976-2016). The task is: Predict the reactants needed to synthesize the given product. (1) The reactants are: [H-].[Na+].[CH3:3][C:4]1([OH:11])[CH2:9][CH2:8][CH:7]([OH:10])[CH2:6][CH2:5]1.[Cl:12][C:13]1[N:14]=[C:15](Cl)[C:16]2[C:21]([I:22])=[CH:20][N:19]([CH2:23][O:24][CH2:25][CH2:26][Si:27]([CH3:30])([CH3:29])[CH3:28])[C:17]=2[N:18]=1. Given the product [Cl:12][C:13]1[N:14]=[C:15]([O:10][CH:7]2[CH2:8][CH2:9][C:4]([CH3:3])([OH:11])[CH2:5][CH2:6]2)[C:16]2[C:21]([I:22])=[CH:20][N:19]([CH2:23][O:24][CH2:25][CH2:26][Si:27]([CH3:30])([CH3:29])[CH3:28])[C:17]=2[N:18]=1, predict the reactants needed to synthesize it. (2) Given the product [C:29]([C:5]1[CH:6]=[C:2]([CH3:1])[N:3]([C:8]2[CH:13]=[CH:12][C:11]([O:14][CH2:15][CH3:16])=[CH:10][CH:9]=2)[C:4]=1[CH3:7])(=[O:36])[C:30]1[CH:35]=[CH:34][CH:33]=[CH:32][CH:31]=1, predict the reactants needed to synthesize it. The reactants are: [CH3:1][C:2]1[N:3]([C:8]2[CH:13]=[CH:12][C:11]([O:14][CH2:15][CH3:16])=[CH:10][CH:9]=2)[C:4]([CH3:7])=[CH:5][CH:6]=1.C1(C)C=CC=CC=1.Cl[Sn](Cl)(Cl)Cl.[C:29](Cl)(=[O:36])[C:30]1[CH:35]=[CH:34][CH:33]=[CH:32][CH:31]=1. (3) Given the product [CH3:21][S:22]([C:25]1[CH:30]=[CH:29][C:28]([C:4]2[CH:9]=[CH:8][N:7]3[C:10]([C:13]4[CH:18]=[CH:17][C:16]([CH2:19][OH:20])=[CH:15][CH:14]=4)=[CH:11][N:12]=[C:6]3[CH:5]=2)=[CH:27][CH:26]=1)(=[O:24])=[O:23], predict the reactants needed to synthesize it. The reactants are: N#N.Cl[C:4]1[CH:9]=[CH:8][N:7]2[C:10]([C:13]3[CH:18]=[CH:17][C:16]([CH2:19][OH:20])=[CH:15][CH:14]=3)=[CH:11][N:12]=[C:6]2[CH:5]=1.[CH3:21][S:22]([C:25]1[CH:30]=[CH:29][C:28](B(O)O)=[CH:27][CH:26]=1)(=[O:24])=[O:23].[O-]P([O-])([O-])=O.[K+].[K+].[K+]. (4) The reactants are: [F:1][C:2]([F:17])([F:16])[O:3][C:4]1[CH:15]=[CH:14][C:7]([CH:8]=[C:9]([C:12]#[N:13])[C:10]#[N:11])=[CH:6][CH:5]=1.[CH3:18][Mg]Br.C(C(C(C1C=CC(Cl)=CC=1)C)(C#N)C#N)CC=C. Given the product [F:1][C:2]([F:16])([F:17])[O:3][C:4]1[CH:5]=[CH:6][C:7]([CH:8]([CH:9]([C:12]#[N:13])[C:10]#[N:11])[CH3:18])=[CH:14][CH:15]=1, predict the reactants needed to synthesize it. (5) Given the product [Cl:25][C:21]1[C:22]([CH3:24])=[CH:23][C:18]([S:15]([N:10]2[CH2:11][CH2:12][CH2:13][CH2:14][CH:9]2[CH2:8][CH2:7][C:6]([OH:27])=[O:5])(=[O:16])=[O:17])=[C:19]([CH3:26])[CH:20]=1, predict the reactants needed to synthesize it. The reactants are: [OH-].[K+].C([O:5][C:6](=[O:27])[CH2:7][CH2:8][CH:9]1[CH2:14][CH2:13][CH2:12][CH2:11][N:10]1[S:15]([C:18]1[CH:23]=[C:22]([CH3:24])[C:21]([Cl:25])=[CH:20][C:19]=1[CH3:26])(=[O:17])=[O:16])C. (6) The reactants are: [Cl:1][C:2]1[CH:20]=[CH:19][C:5]2=[C:6]([CH2:15][CH2:16][C:17]#[N:18])[CH:7]=[C:8]3[C:13]([CH:12]=[N+:11]([O-])[CH:10]=[CH:9]3)=[C:4]2[CH:3]=1.C([O-])(=[O:23])C.Cl.O. Given the product [Cl:1][C:2]1[CH:20]=[CH:19][C:5]2=[C:6]([CH2:15][CH2:16][C:17]#[N:18])[CH:7]=[C:8]3[C:13]([C:12](=[O:23])[NH:11][CH:10]=[CH:9]3)=[C:4]2[CH:3]=1, predict the reactants needed to synthesize it. (7) Given the product [CH3:22][O:23][C:24]1[C:33]([N:1]2[CH:5]=[CH:4][C:3]([O:6][CH2:7][C:8]3[C:13]([CH3:14])=[CH:12][CH:11]=[CH:10][C:9]=3[N:15]3[C:19](=[O:20])[N:18]([CH3:21])[N:17]=[N:16]3)=[N:2]2)=[CH:32][C:31]2[C:26](=[CH:27][CH:28]=[CH:29][CH:30]=2)[N:25]=1, predict the reactants needed to synthesize it. The reactants are: [NH:1]1[CH:5]=[CH:4][C:3]([O:6][CH2:7][C:8]2[C:13]([CH3:14])=[CH:12][CH:11]=[CH:10][C:9]=2[N:15]2[C:19](=[O:20])[N:18]([CH3:21])[N:17]=[N:16]2)=[N:2]1.[CH3:22][O:23][C:24]1[C:33](B(O)O)=[CH:32][C:31]2[C:26](=[CH:27][CH:28]=[CH:29][CH:30]=2)[N:25]=1.N1C=CC=CC=1. (8) Given the product [NH:1]([C:5]([CH2:7][CH2:8][CH2:9][N:10]1[CH2:15][CH2:14][N:13]2[N:16]=[C:17]([C:19]([NH:21][CH2:22][C@H:23]([NH:31][C:32]([O:34][CH2:35][C:36]3[CH:37]=[CH:38][CH:39]=[CH:40][CH:41]=3)=[O:33])[C:24]([OH:26])=[O:25])=[O:20])[CH:18]=[C:12]2[C:11]1=[O:42])=[O:6])[C:2]([NH2:4])=[NH:3], predict the reactants needed to synthesize it. The reactants are: [NH:1]([C:5]([CH2:7][CH2:8][CH2:9][N:10]1[CH2:15][CH2:14][N:13]2[N:16]=[C:17]([C:19]([NH:21][CH2:22][C@H:23]([NH:31][C:32]([O:34][CH2:35][C:36]3[CH:41]=[CH:40][CH:39]=[CH:38][CH:37]=3)=[O:33])[C:24]([O:26]C(C)(C)C)=[O:25])=[O:20])[CH:18]=[C:12]2[C:11]1=[O:42])=[O:6])[C:2]([NH2:4])=[NH:3].FC(F)(F)C(O)=O.CO.C(Cl)Cl.C(O)(=O)C.O. (9) The reactants are: Cl[S:2]([C:5]1[CH:14]=[CH:13][CH:12]=[C:11]2[C:6]=1[CH:7]=[CH:8][CH:9]=[C:10]2[C:15]([OH:17])=[O:16])(=[O:4])=[O:3].C(N(CC)CC)C.[C:25]([O:29][C:30]([N:32]1[CH2:37][CH2:36][CH:35]([NH2:38])[CH2:34][CH2:33]1)=[O:31])([CH3:28])([CH3:27])[CH3:26]. Given the product [C:25]([O:29][C:30]([N:32]1[CH2:37][CH2:36][CH:35]([NH:38][S:2]([C:5]2[C:6]3[C:11](=[C:10]([C:15]([OH:17])=[O:16])[CH:9]=[CH:8][CH:7]=3)[CH:12]=[CH:13][CH:14]=2)(=[O:4])=[O:3])[CH2:34][CH2:33]1)=[O:31])([CH3:28])([CH3:26])[CH3:27], predict the reactants needed to synthesize it. (10) Given the product [N:21]1([C:2]2[N:11]=[C:10]3[C:5]([CH:6]=[C:7]([C:16]([O:18][CH2:19][CH3:20])=[O:17])[C:8]([C:12]([F:15])([F:14])[F:13])=[N:9]3)=[CH:4][CH:3]=2)[CH2:26][CH2:25][O:24][CH2:23][CH2:22]1, predict the reactants needed to synthesize it. The reactants are: Cl[C:2]1[N:11]=[C:10]2[C:5]([CH:6]=[C:7]([C:16]([O:18][CH2:19][CH3:20])=[O:17])[C:8]([C:12]([F:15])([F:14])[F:13])=[N:9]2)=[CH:4][CH:3]=1.[NH:21]1[CH2:26][CH2:25][O:24][CH2:23][CH2:22]1.